This data is from Full USPTO retrosynthesis dataset with 1.9M reactions from patents (1976-2016). The task is: Predict the reactants needed to synthesize the given product. Given the product [Br:1][C:2]1[CH:3]=[CH:4][C:5]([C@@H:8]([N:10]=[C:11]=[O:12])[CH3:9])=[CH:6][CH:7]=1, predict the reactants needed to synthesize it. The reactants are: [Br:1][C:2]1[CH:7]=[CH:6][C:5]([C@H:8]([N:10]=[C:11]=[O:12])[CH3:9])=[CH:4][CH:3]=1.BrC1C=CC([C@@H](N)C)=CC=1.